From a dataset of Reaction yield outcomes from USPTO patents with 853,638 reactions. Predict the reaction yield, written as a fraction of the theoretical maximum amount of product (1.0 means a 100% yield; for example, 0.34 means a 34% yield). (1) The reactants are [O:1]1[CH:5]=[CH:4][CH:3]=[C:2]1[C:6]1[N:10]([CH3:11])[C:9](=O)[CH2:8][N:7]=1.COC1C=CC(P2(SP(C3C=CC(OC)=CC=3)(=S)S2)=[S:22])=CC=1.CCN(C(C)C)C(C)C.Cl[CH2:45][C:46]1[N:50]=[C:49]([C:51]2[CH:56]=[CH:55][CH:54]=[C:53]([Cl:57])[CH:52]=2)[O:48][N:47]=1. The catalyst is O1CCOCC1.C(OCC)(=O)C. The product is [Cl:57][C:53]1[CH:52]=[C:51]([C:49]2[O:48][N:47]=[C:46]([CH2:45][S:22][C:9]3[N:10]([CH3:11])[C:6]([C:2]4[O:1][CH:5]=[CH:4][CH:3]=4)=[N:7][CH:8]=3)[N:50]=2)[CH:56]=[CH:55][CH:54]=1. The yield is 0.110. (2) The reactants are [C:1]12([NH:11][C:12](=[O:20])[NH:13][CH2:14][CH2:15][CH2:16][C:17]([OH:19])=[O:18])[CH2:10][CH:5]3[CH2:6][CH:7]([CH2:9][CH:3]([CH2:4]3)[CH2:2]1)[CH2:8]2.[CH3:21][CH:22]([CH2:26][CH2:27][CH:28]=[C:29]([CH3:31])[CH3:30])[CH2:23][CH2:24]O.Cl.CN(C)CCCN=C=NCC. The catalyst is CN(C)C1C=CN=CC=1.C(Cl)Cl. The product is [CH3:21][CH:22]([CH2:26][CH2:27][CH:28]=[C:29]([CH3:31])[CH3:30])[CH2:23][CH2:24][O:18][C:17](=[O:19])[CH2:16][CH2:15][CH2:14][NH:13][C:12]([NH:11][C:1]12[CH2:8][CH:7]3[CH2:9][CH:3]([CH2:4][CH:5]([CH2:6]3)[CH2:10]1)[CH2:2]2)=[O:20]. The yield is 0.650. (3) The reactants are [CH:1]([C:4]1[CH:5]=[C:6]([C:26]2[CH:31]=[CH:30][CH:29]=[CH:28][CH:27]=2)[CH:7]=[C:8]([CH:23]([CH3:25])[CH3:24])[C:9]=1[N:10]1[CH:14]=[CH:13][N:12]=[C:11]1[C:15]1[CH:20]=[CH:19][CH:18]=[C:17]([O:21]C)[CH:16]=1)([CH3:3])[CH3:2].Cl.N1C=CC=CC=1. The yield is 0.950. The product is [CH:23]([C:8]1[CH:7]=[C:6]([C:26]2[CH:27]=[CH:28][CH:29]=[CH:30][CH:31]=2)[CH:5]=[C:4]([CH:1]([CH3:3])[CH3:2])[C:9]=1[N:10]1[CH:14]=[CH:13][N:12]=[C:11]1[C:15]1[CH:16]=[C:17]([OH:21])[CH:18]=[CH:19][CH:20]=1)([CH3:24])[CH3:25]. No catalyst specified.